From a dataset of Forward reaction prediction with 1.9M reactions from USPTO patents (1976-2016). Predict the product of the given reaction. (1) Given the reactants [C:1]([NH:9][C:10]1[CH:15]=[CH:14][C:13]([C:16]2[CH:24]=[C:23]3[C:19]([CH2:20][N:21]([C@@H:26]([CH:31]([CH3:33])[CH3:32])[C:27]([O:29][CH3:30])=[O:28])[C:22]3=[O:25])=[CH:18][CH:17]=2)=[CH:12][CH:11]=1)(=[O:8])[C:2]1[CH:7]=[CH:6][CH:5]=[CH:4][CH:3]=1.N[C:35]1[CH:40]=[CH:39][C:38]([C:35]2[CH:40]=[C:39]3[C:38](CN([C@@H](C(C)C)C(OC)=O)C3=O)=[CH:37][CH:36]=2)=[CH:37][CH:36]=1.C1(C2C=CC(C(Cl)=O)=CC=2)CCCCC1, predict the reaction product. The product is: [CH:35]1([C:5]2[CH:4]=[CH:3][C:2]([C:1]([NH:9][C:10]3[CH:11]=[CH:12][C:13]([C:16]4[CH:24]=[C:23]5[C:19]([CH2:20][N:21]([C@@H:26]([CH:31]([CH3:33])[CH3:32])[C:27]([O:29][CH3:30])=[O:28])[C:22]5=[O:25])=[CH:18][CH:17]=4)=[CH:14][CH:15]=3)=[O:8])=[CH:7][CH:6]=2)[CH2:40][CH2:39][CH2:38][CH2:37][CH2:36]1. (2) Given the reactants [F:1][C:2]1[CH:37]=[CH:36][C:5]([CH2:6][NH:7][C:8]([C:10]2[N:11]=[C:12]3[C:18]4([NH:21][C:22](=[O:31])[C:23](=[O:30])[N:24]5[CH2:29][CH2:28][NH:27][CH2:26][CH2:25]5)[CH2:19][CH2:20][CH:15]([CH2:16][CH2:17]4)[CH2:14][N:13]3[C:32](=[O:35])[C:33]=2[OH:34])=[O:9])=[CH:4][CH:3]=1.C(N(C(C)C)CC)(C)C.[O:47]1[CH2:52][CH2:51][N:50]([S:53]([C:56]2[CH:61]=[CH:60][C:59]([S:62](Cl)(=[O:64])=[O:63])=[CH:58][CH:57]=2)(=[O:55])=[O:54])[CH2:49][CH2:48]1.[O-]CC.[Na+].Cl, predict the reaction product. The product is: [F:1][C:2]1[CH:3]=[CH:4][C:5]([CH2:6][NH:7][C:8]([C:10]2[N:11]=[C:12]3[C:18]4([NH:21][C:22](=[O:31])[C:23]([N:24]5[CH2:25][CH2:26][N:27]([S:62]([C:59]6[CH:60]=[CH:61][C:56]([S:53]([N:50]7[CH2:51][CH2:52][O:47][CH2:48][CH2:49]7)(=[O:55])=[O:54])=[CH:57][CH:58]=6)(=[O:63])=[O:64])[CH2:28][CH2:29]5)=[O:30])[CH2:19][CH2:20][CH:15]([CH2:16][CH2:17]4)[CH2:14][N:13]3[C:32](=[O:35])[C:33]=2[OH:34])=[O:9])=[CH:36][CH:37]=1. (3) Given the reactants [F:1][C:2]1[CH:7]=[CH:6][C:5]([CH2:8][C:9]2[CH:18]=[C:17]3[C:12]([C:13]([OH:40])=[C:14]([C:35](OCC)=[O:36])[C:15](=[O:34])[N:16]3[CH2:19][CH2:20][CH2:21][N:22]([CH3:33])[C:23]([O:25][CH2:26][C:27]3[CH:32]=[CH:31][CH:30]=[CH:29][CH:28]=3)=[O:24])=[N:11][CH:10]=2)=[CH:4][CH:3]=1.[O:41]1[CH2:45][CH2:44][CH2:43][CH:42]1[CH2:46][NH2:47], predict the reaction product. The product is: [F:1][C:2]1[CH:3]=[CH:4][C:5]([CH2:8][C:9]2[CH:18]=[C:17]3[C:12]([C:13]([OH:40])=[C:14]([C:35]([NH:47][CH2:46][CH:42]4[CH2:43][CH2:44][CH2:45][O:41]4)=[O:36])[C:15](=[O:34])[N:16]3[CH2:19][CH2:20][CH2:21][N:22]([CH3:33])[C:23](=[O:24])[O:25][CH2:26][C:27]3[CH:32]=[CH:31][CH:30]=[CH:29][CH:28]=3)=[N:11][CH:10]=2)=[CH:6][CH:7]=1. (4) Given the reactants [F:1][C:2]1[CH:7]=[C:6]([F:8])[CH:5]=[CH:4][C:3]=1[C:9]1[C:17]2[C:12](=[CH:13][C:14]([O:18][CH2:19][CH2:20][N:21]3[CH2:26][CH2:25][N:24]([S:27]([CH3:30])(=[O:29])=[O:28])[CH2:23][CH2:22]3)=[CH:15][CH:16]=2)[C:11](=[O:31])[C:10]=1C1C=CC(C)=CC=1.O1CCN(CCOC2C=C3C(C(C4C=CC=CC=4)=C(Br)C3=O)=CC=2)CC1.[F:65][C:66]1[CH:67]=[C:68](B(O)O)[CH:69]=[CH:70][C:71]=1[O:72][CH3:73], predict the reaction product. The product is: [F:65][C:66]1[CH:67]=[C:68]([C:10]2[C:11](=[O:31])[C:12]3[C:17]([C:9]=2[C:3]2[CH:4]=[CH:5][C:6]([F:8])=[CH:7][C:2]=2[F:1])=[CH:16][CH:15]=[C:14]([O:18][CH2:19][CH2:20][N:21]2[CH2:22][CH2:23][N:24]([S:27]([CH3:30])(=[O:29])=[O:28])[CH2:25][CH2:26]2)[CH:13]=3)[CH:69]=[CH:70][C:71]=1[O:72][CH3:73]. (5) Given the reactants [Br:1][C:2]1[CH:3]=[CH:4][C:5]([F:18])=[C:6]([C@:8]2([CH:15]([F:17])[F:16])[CH2:13][CH2:12][O:11][C:10]([NH2:14])=[N:9]2)[CH:7]=1.Cl[C:20]([C:37]1[CH:42]=[CH:41][CH:40]=[CH:39][CH:38]=1)([C:29]1[CH:34]=[CH:33][C:32]([O:35][CH3:36])=[CH:31][CH:30]=1)[C:21]1[CH:26]=[CH:25][C:24]([O:27][CH3:28])=[CH:23][CH:22]=1.C(OCC)(=O)C.CCCCCCC, predict the reaction product. The product is: [CH3:36][O:35][C:32]1[CH:31]=[CH:30][C:29]([C:20]([C:21]2[CH:22]=[CH:23][C:24]([O:27][CH3:28])=[CH:25][CH:26]=2)([C:37]2[CH:42]=[CH:41][CH:40]=[CH:39][CH:38]=2)[NH:14][C:10]2[O:11][CH2:12][CH2:13][C@:8]([C:6]3[CH:7]=[C:2]([Br:1])[CH:3]=[CH:4][C:5]=3[F:18])([CH:15]([F:16])[F:17])[N:9]=2)=[CH:34][CH:33]=1. (6) Given the reactants CS[C:3]1[N:4]=[CH:5][C:6]2[CH2:12][N:11]([C:13]([O:15][C:16]([CH3:19])([CH3:18])[CH3:17])=[O:14])[CH2:10][CH2:9][C:7]=2[N:8]=1.Cl[C:21]1C=C(C=CC=1)C(OO)=O.C([O-])(O)=O.[Na+].[O-:36][S:37]([O-:40])(=S)=O.[Na+].[Na+], predict the reaction product. The product is: [CH3:21][S:37]([C:3]1[N:4]=[CH:5][C:6]2[CH2:12][N:11]([C:13]([O:15][C:16]([CH3:17])([CH3:19])[CH3:18])=[O:14])[CH2:10][CH2:9][C:7]=2[N:8]=1)(=[O:40])=[O:36].